This data is from Catalyst prediction with 721,799 reactions and 888 catalyst types from USPTO. The task is: Predict which catalyst facilitates the given reaction. (1) Reactant: [N+:1]([C:4]1[N:5]=[CH:6][N:7]([CH:9]2[CH2:12][CH:11]([OH:13])[CH2:10]2)[CH:8]=1)([O-:3])=[O:2].CCN(CC)CC.[C:21]1([CH3:31])[CH:26]=[CH:25][C:24]([S:27](Cl)(=[O:29])=[O:28])=[CH:23][CH:22]=1. Product: [N+:1]([C:4]1[N:5]=[CH:6][N:7]([C@H:9]2[CH2:10][C@H:11]([O:13][S:27]([C:24]3[CH:25]=[CH:26][C:21]([CH3:31])=[CH:22][CH:23]=3)(=[O:29])=[O:28])[CH2:12]2)[CH:8]=1)([O-:3])=[O:2]. The catalyst class is: 2. (2) Reactant: Cl.[N:2]1[CH:7]=[CH:6][CH:5]=[CH:4][C:3]=1[CH2:8][NH:9][C:10]([CH:12]1[CH2:16][CH2:15][NH:14][CH2:13]1)=[O:11].C(N(CC)CC)C.C(O)(=O)C.[C:28]1([CH3:43])[CH:33]=[CH:32][C:31]([O:34][C:35]2[CH:36]=[C:37]([CH:40]=[CH:41][CH:42]=2)[CH:38]=O)=[CH:30][CH:29]=1.C([BH3-])#N.[Na+]. Product: [N:2]1[CH:7]=[CH:6][CH:5]=[CH:4][C:3]=1[CH2:8][NH:9][C:10]([CH:12]1[CH2:16][CH2:15][N:14]([CH2:38][C:37]2[CH:40]=[CH:41][CH:42]=[C:35]([O:34][C:31]3[CH:32]=[CH:33][C:28]([CH3:43])=[CH:29][CH:30]=3)[CH:36]=2)[CH2:13]1)=[O:11]. The catalyst class is: 36. (3) Product: [CH3:11][N:8]1[C:9]2[C:5](=[C:4]([CH2:12][N:13]3[C:17]4[CH:18]=[CH:19][CH:20]=[CH:21][C:16]=4[N:15]([CH:22]([CH2:27][CH2:28][CH3:29])[CH2:23][C:24]([OH:26])=[O:25])[C:14]3=[O:30])[CH:3]=[CH:2][CH:10]=2)[CH2:6][C:7]1=[O:32]. The catalyst class is: 5. Reactant: Br[C:2]1[CH:10]=[C:9]2[C:5]([CH:6]=[CH:7][N:8]2[CH3:11])=[C:4]([CH2:12][N:13]2[C:17]3[CH:18]=[CH:19][CH:20]=[CH:21][C:16]=3[N:15]([CH:22]([CH2:27][CH2:28][CH3:29])[CH2:23][C:24]([OH:26])=[O:25])[C:14]2=[O:30])[CH:3]=1.C([O-])=[O:32].[NH4+]. (4) Reactant: [CH3:1][O:2][C:3]1[CH:4]=[C:5]([NH:11][C:12]2[N:17]=[C:16]([N:18]3[C:22]([CH3:23])=[CH:21][C:20]([C:24]([F:27])([F:26])[F:25])=[N:19]3)[C:15]([C:28]3[CH:29]=[C:30]([C:36](O)=[O:37])[C:31]([O:34][CH3:35])=[N:32][CH:33]=3)=[CH:14][N:13]=2)[CH:6]=[C:7]([O:9][CH3:10])[CH:8]=1.[CH3:39][C:40]1[S:41][C:42]([S:46]([NH2:49])(=[O:48])=[O:47])=[C:43]([CH3:45])[N:44]=1.C(N(CC)CC)C.[I-].ClC1C=CC=C[N+]=1C. Product: [CH3:1][O:2][C:3]1[CH:4]=[C:5]([NH:11][C:12]2[N:17]=[C:16]([N:18]3[C:22]([CH3:23])=[CH:21][C:20]([C:24]([F:26])([F:25])[F:27])=[N:19]3)[C:15]([C:28]3[CH:29]=[C:30]([C:36]([NH:49][S:46]([C:42]4[S:41][C:40]([CH3:39])=[N:44][C:43]=4[CH3:45])(=[O:47])=[O:48])=[O:37])[C:31]([O:34][CH3:35])=[N:32][CH:33]=3)=[CH:14][N:13]=2)[CH:6]=[C:7]([O:9][CH3:10])[CH:8]=1. The catalyst class is: 172.